Predict the reaction yield, written as a fraction of the theoretical maximum amount of product (1.0 means a 100% yield; for example, 0.34 means a 34% yield). From a dataset of Reaction yield outcomes from USPTO patents with 853,638 reactions. (1) The reactants are COCCOC.[CH:7]1([CH:10]([C:21](=[O:23])[CH3:22])[C:11]([O:13]CC2C=CC=CC=2)=O)[CH2:9][CH2:8]1.[CH2:24]([NH2:32])[CH2:25][C:26]1[CH:31]=[CH:30][CH:29]=[CH:28][CH:27]=1. The catalyst is C(O)C. The product is [CH:7]1([CH:10]([C:21](=[O:23])[CH3:22])[C:11]([NH:32][CH2:24][CH2:25][C:26]2[CH:31]=[CH:30][CH:29]=[CH:28][CH:27]=2)=[O:13])[CH2:8][CH2:9]1. The yield is 0.380. (2) The reactants are [CH3:1][O:2][C:3]1[CH:8]=[CH:7][C:6]([SH:9])=[CH:5][CH:4]=1.[C:10]([O:13][CH2:14][CH2:15]Br)(=[O:12])[CH3:11].C([O-])([O-])=O.[K+].[K+]. The catalyst is CC(C)=O. The product is [C:10]([O:13][CH2:14][CH2:15][S:9][C:6]1[CH:7]=[CH:8][C:3]([O:2][CH3:1])=[CH:4][CH:5]=1)(=[O:12])[CH3:11]. The yield is 0.833.